Dataset: Catalyst prediction with 721,799 reactions and 888 catalyst types from USPTO. Task: Predict which catalyst facilitates the given reaction. (1) Reactant: C([N:4](CC)[CH:5]([CH3:7])[CH3:6])(C)C.[Br:10][C:11]1[CH:12]=[CH:13][C:14]([C:17]([OH:19])=O)=[N:15][CH:16]=1.C1(N)CC1.F[P-](F)(F)(F)(F)F.N1(O[P+](N(C)C)(N(C)C)N(C)C)C2C=CC=CC=2N=N1.CN(C)C=O. Product: [Br:10][C:11]1[CH:12]=[CH:13][C:14]([C:17]([NH:4][CH:5]2[CH2:7][CH2:6]2)=[O:19])=[N:15][CH:16]=1. The catalyst class is: 13. (2) Reactant: C[O:2][C:3](=[O:36])[CH2:4][C:5]1[CH:10]=[CH:9][C:8]([C:11]2[C:15]([CH2:16][O:17][CH2:18][CH2:19][O:20][C:21]3[CH:26]=[CH:25][C:24]([Cl:27])=[CH:23][C:22]=3[Cl:28])=[C:14]([C:29]3[CH:34]=[CH:33][CH:32]=[CH:31][CH:30]=3)[O:13][N:12]=2)=[C:7]([Cl:35])[CH:6]=1.[Li+].[OH-].Cl.C(Cl)Cl. Product: [Cl:35][C:7]1[CH:6]=[C:5]([CH2:4][C:3]([OH:36])=[O:2])[CH:10]=[CH:9][C:8]=1[C:11]1[C:15]([CH2:16][O:17][CH2:18][CH2:19][O:20][C:21]2[CH:26]=[CH:25][C:24]([Cl:27])=[CH:23][C:22]=2[Cl:28])=[C:14]([C:29]2[CH:30]=[CH:31][CH:32]=[CH:33][CH:34]=2)[O:13][N:12]=1. The catalyst class is: 20. (3) Reactant: Br[C:2]1[N:7]=[C:6]([CH:8]=[O:9])[CH:5]=[CH:4][CH:3]=1.[Cl:10][C:11]1[CH:12]=[C:13](B(O)O)[CH:14]=[CH:15][C:16]=1[F:17].C(=O)([O-])[O-].[Cs+].[Cs+]. Product: [Cl:10][C:11]1[CH:12]=[C:13]([C:2]2[N:7]=[C:6]([CH:8]=[O:9])[CH:5]=[CH:4][CH:3]=2)[CH:14]=[CH:15][C:16]=1[F:17]. The catalyst class is: 12.